Task: Predict the reactants needed to synthesize the given product.. Dataset: Full USPTO retrosynthesis dataset with 1.9M reactions from patents (1976-2016) (1) Given the product [Si:57]([O:1][CH2:2][CH:3]1[CH2:4][CH2:5][CH:6]([C:9]([N:14]([O:15][CH3:16])[CH3:13])=[O:11])[CH2:7][CH2:8]1)([C:53]([CH3:56])([CH3:55])[CH3:54])([CH3:59])[CH3:58], predict the reactants needed to synthesize it. The reactants are: [OH:1][CH2:2][CH:3]1[CH2:8][CH2:7][CH:6]([C:9]([OH:11])=O)[CH2:5][CH2:4]1.Cl.[CH3:13][NH:14][O:15][CH3:16].Cl.CN(C)CCCN=C=NCC.ON1C2C=CC=CC=2N=N1.C(N(CC)C(C)C)(C)C.N1C=CN=C1.[C:53]([Si:57](Cl)([CH3:59])[CH3:58])([CH3:56])([CH3:55])[CH3:54]. (2) The reactants are: [CH3:1][O:2][C:3]1[CH:8]=[CH:7][CH:6]=[CH:5][C:4]=1[N:9]1[CH2:14][CH2:13][NH:12][CH2:11][CH2:10]1.[N+:15]([O-])([O-:17])=[O:16].[K+].[OH-].[Na+]. Given the product [CH3:1][O:2][C:3]1[CH:8]=[CH:7][C:6]([N+:15]([O-:17])=[O:16])=[CH:5][C:4]=1[N:9]1[CH2:14][CH2:13][NH:12][CH2:11][CH2:10]1, predict the reactants needed to synthesize it. (3) The reactants are: Cl.C[O:3][C:4](=O)[C@H:5]([CH2:7][C:8]1[CH:13]=[CH:12][CH:11]=[CH:10][CH:9]=1)[NH2:6].[OH-].[NH4+:16]. Given the product [NH2:6][C@@H:5]([CH2:7][C:8]1[CH:13]=[CH:12][CH:11]=[CH:10][CH:9]=1)[C:4]([NH2:16])=[O:3], predict the reactants needed to synthesize it.